This data is from Catalyst prediction with 721,799 reactions and 888 catalyst types from USPTO. The task is: Predict which catalyst facilitates the given reaction. (1) The catalyst class is: 46. Reactant: [O:1]=[C:2]1[C:10]2[CH:9]=[CH:8][CH:7]=[C:6]([C:11]([OH:13])=O)[C:5]=2[CH2:4][N:3]1[CH:14]([CH2:18][CH2:19][CH3:20])[CH2:15][CH2:16][CH3:17].Cl.[NH2:22][C@@H:23]([CH2:39][C:40]1[CH:45]=[CH:44][CH:43]=[CH:42][CH:41]=1)[C@H:24]([OH:38])[CH2:25][NH:26][CH2:27][C:28]1[CH:33]=[CH:32][CH:31]=[C:30]([C:34]([F:37])([F:36])[F:35])[CH:29]=1.OC1C2N=NNC=2C=CC=1.Cl.CN(C)CCCN=C=NCC.C(N(CC)C(C)C)(C)C. Product: [CH2:39]([C@H:23]([NH:22][C:11]([C:6]1[C:5]2[CH2:4][N:3]([CH:14]([CH2:15][CH2:16][CH3:17])[CH2:18][CH2:19][CH3:20])[C:2](=[O:1])[C:10]=2[CH:9]=[CH:8][CH:7]=1)=[O:13])[C@H:24]([OH:38])[CH2:25][NH:26][CH2:27][C:28]1[CH:33]=[CH:32][CH:31]=[C:30]([C:34]([F:35])([F:36])[F:37])[CH:29]=1)[C:40]1[CH:45]=[CH:44][CH:43]=[CH:42][CH:41]=1. (2) Reactant: [OH:1][CH2:2][C@@H:3]1[CH2:8][N:7]([CH2:9][C:10]([N:12]2[C:20]3[C:15](=[CH:16][CH:17]=[CH:18][CH:19]=3)[CH2:14][CH2:13]2)=[O:11])[CH2:6][CH2:5][O:4]1.[Cl:21][C:22]1[CH:23]=[C:24](O)[CH:25]=[CH:26][CH:27]=1.C1(P(C2C=CC=CC=2)C2C=CC=CC=2)C=CC=CC=1.CCOC(/N=N/C(OCC)=O)=O. Product: [Cl:21][C:22]1[CH:27]=[C:26]([CH:25]=[CH:24][CH:23]=1)[O:1][CH2:2][C@@H:3]1[CH2:8][N:7]([CH2:9][C:10]([N:12]2[C:20]3[C:15](=[CH:16][CH:17]=[CH:18][CH:19]=3)[CH2:14][CH2:13]2)=[O:11])[CH2:6][CH2:5][O:4]1. The catalyst class is: 1.